Dataset: Reaction yield outcomes from USPTO patents with 853,638 reactions. Task: Predict the reaction yield, written as a fraction of the theoretical maximum amount of product (1.0 means a 100% yield; for example, 0.34 means a 34% yield). (1) The reactants are [CH:1]1([C:4]#[C:5][C:6]2[C:7]3[O:14][C:13]([CH:15]=O)=[CH:12][C:8]=3[CH:9]=[N:10][CH:11]=2)[CH2:3][CH2:2]1.[S:17]1[CH2:23][C:21](=[O:22])[NH:20][C:18]1=[S:19].C([O-])(=O)C.[Na+]. The catalyst is C(O)(=O)C. The product is [CH:1]1([C:4]#[C:5][C:6]2[C:7]3[O:14][C:13](/[CH:15]=[C:23]4/[C:21](=[O:22])[NH:20][C:18](=[S:19])[S:17]/4)=[CH:12][C:8]=3[CH:9]=[N:10][CH:11]=2)[CH2:2][CH2:3]1. The yield is 0.800. (2) The reactants are CCN(C(C)C)C(C)C.[C:10]([O:14][C:15]([N:17]([CH2:29][C:30]([NH:32][NH2:33])=[O:31])[CH:18]1[CH2:21][N:20]([C:22]([O:24][C:25]([CH3:28])([CH3:27])[CH3:26])=[O:23])[CH2:19]1)=[O:16])([CH3:13])([CH3:12])[CH3:11].[CH2:34]([O:41][N:42]1[C:48](=[O:49])[N:47]2[CH2:50][C@H:43]1[CH2:44][CH2:45][CH:46]2[C:51](O)=[O:52])[C:35]1[CH:40]=[CH:39][CH:38]=[CH:37][CH:36]=1.CN(C(ON1N=NC2C=CC=NC1=2)=[N+](C)C)C.F[P-](F)(F)(F)(F)F. The catalyst is C(Cl)Cl. The product is [CH2:34]([O:41][N:42]1[C:48](=[O:49])[N:47]2[CH2:50][C@H:43]1[CH2:44][CH2:45][C@H:46]2[C:51]([NH:33][NH:32][C:30](=[O:31])[CH2:29][N:17]([C:15]([O:14][C:10]([CH3:11])([CH3:12])[CH3:13])=[O:16])[CH:18]1[CH2:21][N:20]([C:22]([O:24][C:25]([CH3:26])([CH3:27])[CH3:28])=[O:23])[CH2:19]1)=[O:52])[C:35]1[CH:36]=[CH:37][CH:38]=[CH:39][CH:40]=1. The yield is 0.860. (3) The reactants are [CH2:1]([N:3]([CH2:20][CH3:21])[CH2:4][CH2:5][NH:6]C(C1C=CC2C(=CC=C(I)C=2)C=1)=O)[CH3:2].[I:22][C:23]1[CH:36]=[CH:35][C:34]2[C:25](=[C:26]([C:37]([O:39]C)=O)[C:27]3[C:32]([N:33]=2)=[CH:31][CH:30]=[CH:29][CH:28]=3)[CH:24]=1.[K+].[Br-].Cl.C(N(CC)CCNC(C1C=CC2C(=CC=C(I)C=2)C=1)=O)C.IC1C=CC=C2C=1N=C1C(=C2)C=CC=C1C(OC)=O.C(N(CC)CCNC(C1NC2C(C=1)=CC(I)=CC=2)=O)C. The catalyst is C1(C)C=CC=CC=1.ClCCl.C(O)C. The product is [CH2:1]([N:3]([CH2:20][CH3:21])[CH2:4][CH2:5][NH:6][C:37]([C:26]1[C:27]2[C:32]([N:33]=[C:34]3[C:25]=1[CH:24]=[C:23]([I:22])[CH:36]=[CH:35]3)=[CH:31][CH:30]=[CH:29][CH:28]=2)=[O:39])[CH3:2]. The yield is 0.580. (4) The reactants are [CH2:1]([C:5]1[CH:10]=[CH:9][C:8]([CH:11]([CH3:25])[C:12]([O:14][CH2:15][CH2:16][NH:17]C(OC(C)(C)C)=O)=[O:13])=[CH:7][CH:6]=1)[CH:2]([CH3:4])[CH3:3].[ClH:26]. The catalyst is C1COCC1. The product is [Cl-:26].[CH2:1]([C:5]1[CH:10]=[CH:9][C:8]([CH:11]([CH3:25])[C:12]([O:14][CH2:15][CH2:16][NH3+:17])=[O:13])=[CH:7][CH:6]=1)[CH:2]([CH3:4])[CH3:3]. The yield is 1.00. (5) The reactants are [CH2:1]([C:3]1[NH:4][C:5](=[O:27])[C:6]([CH2:12][C:13]2[CH:18]=[CH:17][C:16]([C:19]3[C:20]([C:25]#[N:26])=[CH:21][CH:22]=[CH:23][CH:24]=3)=[CH:15][CH:14]=2)=[C:7]([CH2:9][CH2:10][CH3:11])[N:8]=1)[CH3:2].[Br:28][C:29]1[CH:34]=[CH:33][C:32](B(O)O)=[CH:31][CH:30]=1.C(N(CC)CC)C.N1C=CC=CC=1. The catalyst is ClCCl.C(OCC)(=O)C.C([O-])(=O)C.[Cu+2].C([O-])(=O)C. The product is [Br:28][C:29]1[CH:34]=[CH:33][C:32]([N:4]2[C:5](=[O:27])[C:6]([CH2:12][C:13]3[CH:18]=[CH:17][C:16]([C:19]4[C:20]([C:25]#[N:26])=[CH:21][CH:22]=[CH:23][CH:24]=4)=[CH:15][CH:14]=3)=[C:7]([CH2:9][CH2:10][CH3:11])[N:8]=[C:3]2[CH2:1][CH3:2])=[CH:31][CH:30]=1. The yield is 0.560. (6) The reactants are [F:1][C:2]([F:11])([F:10])[C:3]1[CH:8]=[CH:7][C:6]([OH:9])=[CH:5][CH:4]=1.N1C=CC=CC=1.[S:18](O[S:18]([C:21]([F:24])([F:23])[F:22])(=[O:20])=[O:19])([C:21]([F:24])([F:23])[F:22])(=[O:20])=[O:19]. The catalyst is ClCCl. The product is [F:22][C:21]([F:24])([F:23])[S:18]([O:9][C:6]1[CH:5]=[CH:4][C:3]([C:2]([F:10])([F:11])[F:1])=[CH:8][CH:7]=1)(=[O:20])=[O:19]. The yield is 0.764.